This data is from Reaction yield outcomes from USPTO patents with 853,638 reactions. The task is: Predict the reaction yield, written as a fraction of the theoretical maximum amount of product (1.0 means a 100% yield; for example, 0.34 means a 34% yield). The reactants are Cl.[NH2:2][CH:3]1[CH2:9][CH2:8][CH2:7][CH2:6][NH:5][C:4]1=[O:10].C([O-])([O-])=O.[K+].[K+].[Cl:17][C:18]1[CH:26]=[CH:25][C:21]([C:22](Cl)=[O:23])=[CH:20][CH:19]=1. No catalyst specified. The product is [Cl:17][C:18]1[CH:26]=[CH:25][C:21]([C:22]([NH:2][CH:3]2[CH2:9][CH2:8][CH2:7][CH2:6][NH:5][C:4]2=[O:10])=[O:23])=[CH:20][CH:19]=1. The yield is 0.750.